Dataset: Forward reaction prediction with 1.9M reactions from USPTO patents (1976-2016). Task: Predict the product of the given reaction. (1) Given the reactants [F:1][C:2]1[CH:23]=[CH:22][C:5]([O:6][C:7]2[CH:12]=[CH:11][C:10]([C:13]3[N:18]=[C:17]([C:19](O)=[O:20])[CH:16]=[CH:15][CH:14]=3)=[CH:9][CH:8]=2)=[CH:4][CH:3]=1.C(C1[CH2:36][CH2:35][NH:34][CH2:33][CH2:32]1)(OC(C)(C)C)=O.C1CCC([N:43]=C=NC2CCCCC2)CC1.CCN(C(C)C)C(C)C, predict the reaction product. The product is: [F:1][C:2]1[CH:3]=[CH:4][C:5]([O:6][C:7]2[CH:8]=[CH:9][C:10]([C:13]3[N:18]=[C:17]([C:19]([N:34]4[CH2:33][CH2:32][NH:43][CH2:36][CH2:35]4)=[O:20])[CH:16]=[CH:15][CH:14]=3)=[CH:11][CH:12]=2)=[CH:22][CH:23]=1. (2) Given the reactants [CH3:1][O:2][C:3](=[O:29])[C:4]1[CH:9]=[CH:8][C:7]([CH2:10][CH:11]([C:22]2[CH:27]=[CH:26][C:25]([OH:28])=[CH:24][CH:23]=2)[C:12](=[O:21])[NH:13][C:14]2[CH:19]=[CH:18][C:17]([I:20])=[CH:16][CH:15]=2)=[CH:6][CH:5]=1.C([O-])([O-])=O.[Cs+].[Cs+].[CH2:36](I)[C:37]([CH3:40])([CH3:39])[CH3:38], predict the reaction product. The product is: [CH3:1][O:2][C:3](=[O:29])[C:4]1[CH:5]=[CH:6][C:7]([CH2:10][CH:11]([C:22]2[CH:23]=[CH:24][C:25]([O:28][CH2:36][C:37]([CH3:40])([CH3:39])[CH3:38])=[CH:26][CH:27]=2)[C:12](=[O:21])[NH:13][C:14]2[CH:19]=[CH:18][C:17]([I:20])=[CH:16][CH:15]=2)=[CH:8][CH:9]=1. (3) Given the reactants [CH2:1]([CH:3]([N:6]1[C:10]2[N:11]=[C:12]([N:16]([CH2:26][CH3:27])[C:17]3[C:22]([CH3:23])=[CH:21][C:20]([CH3:24])=[CH:19][C:18]=3[CH3:25])[N:13]=[C:14]([CH3:15])[C:9]=2[CH2:8][C:7]1=[O:28])[CH2:4][CH3:5])[CH3:2].[N:29]([O-])=[O:30].[Na+].O, predict the reaction product. The product is: [CH2:1]([CH:3]([N:6]1[C:10]2[N:11]=[C:12]([N:16]([CH2:26][CH3:27])[C:17]3[C:18]([CH3:25])=[CH:19][C:20]([CH3:24])=[CH:21][C:22]=3[CH3:23])[N:13]=[C:14]([CH3:15])[C:9]=2[C:8](=[N:29][OH:30])[C:7]1=[O:28])[CH2:4][CH3:5])[CH3:2].